From a dataset of Full USPTO retrosynthesis dataset with 1.9M reactions from patents (1976-2016). Predict the reactants needed to synthesize the given product. (1) Given the product [Cl:1][C:2]1[CH:7]=[CH:6][C:5]([F:8])=[CH:4][C:3]=1[N:9]1[CH2:10][C:11]2([CH2:12][N:13]([C:15]3[S:16][C:17]([C:20]4[N:21]=[N:22][N:23]([CH2:25][C:26]([OH:28])=[O:27])[N:24]=4)=[CH:18][N:19]=3)[CH2:14]2)[CH2:33]1, predict the reactants needed to synthesize it. The reactants are: [Cl:1][C:2]1[CH:7]=[CH:6][C:5]([F:8])=[CH:4][C:3]=1[N:9]1[CH2:33][C:11]2([CH2:14][N:13]([C:15]3[S:16][C:17]([C:20]4[N:21]=[N:22][N:23]([CH2:25][C:26]([O:28]C(C)(C)C)=[O:27])[N:24]=4)=[CH:18][N:19]=3)[CH2:12]2)[CH2:10]1.C(O)(C(F)(F)F)=O. (2) Given the product [CH:1]([C:3]1[S:7][C:6]([NH:8][CH2:9][C:10]([NH:12][C@@H:13]([CH2:21][C:22]2[CH:27]=[CH:26][CH:25]=[CH:24][CH:23]=2)[C:14]([OH:16])=[O:15])=[O:11])=[N:5][CH:4]=1)=[O:2].[C:30]([OH:32])([C:29]([F:34])([F:33])[F:28])=[O:31], predict the reactants needed to synthesize it. The reactants are: [CH:1]([C:3]1[S:7][C:6]([NH:8][CH2:9][C:10]([NH:12][C@@H:13]([CH2:21][C:22]2[CH:27]=[CH:26][CH:25]=[CH:24][CH:23]=2)[C:14]([O:16]C(C)(C)C)=[O:15])=[O:11])=[N:5][CH:4]=1)=[O:2].[F:28][C:29]([F:34])([F:33])[C:30]([OH:32])=[O:31]. (3) The reactants are: [CH3:1][O:2][C:3](=[O:18])[C@H:4]([CH2:13][C:14]([CH3:17])([CH3:16])[CH3:15])[NH:5]C(OC(C)(C)C)=O.[C:19]([OH:25])([C:21]([F:24])([F:23])[F:22])=[O:20].ClCCl. Given the product [F:22][C:21]([F:24])([F:23])[C:19]([OH:25])=[O:20].[CH3:1][O:2][C:3](=[O:18])[C@H:4]([CH2:13][C:14]([CH3:16])([CH3:15])[CH3:17])[NH2:5], predict the reactants needed to synthesize it. (4) Given the product [Cl:11][CH2:12][C:13]([NH:1][CH2:2][CH2:3][C:4]1[CH:9]=[CH:8][C:7]([OH:10])=[CH:6][CH:5]=1)=[O:14], predict the reactants needed to synthesize it. The reactants are: [NH2:1][CH2:2][CH2:3][C:4]1[CH:9]=[CH:8][C:7]([OH:10])=[CH:6][CH:5]=1.[Cl:11][CH2:12][C:13](Cl)=[O:14]. (5) Given the product [N+:43]([C:40]1[CH:39]=[CH:38][C:37]([O:36][C:34]([N:6]2[C:7]3[C:3](=[C:2]([F:1])[C:10]([O:11][C:12]4[CH:17]=[CH:16][N:15]=[C:14]5[CH:18]=[C:19]([C:21]([N:23]6[CH2:27][CH2:26][CH:25]([O:28][CH3:29])[CH2:24]6)=[O:22])[S:20][C:13]=45)=[CH:9][CH:8]=3)[C:4]([Cl:47])=[C:5]2[CH3:30])=[O:35])=[CH:42][CH:41]=1)([O-:45])=[O:44], predict the reactants needed to synthesize it. The reactants are: [F:1][C:2]1[C:10]([O:11][C:12]2[CH:17]=[CH:16][N:15]=[C:14]3[CH:18]=[C:19]([C:21]([N:23]4[CH2:27][CH2:26][CH:25]([O:28][CH3:29])[CH2:24]4)=[O:22])[S:20][C:13]=23)=[CH:9][CH:8]=[C:7]2[C:3]=1[CH:4]=[C:5]([CH3:30])[NH:6]2.[OH-].[Na+].Cl[C:34]([O:36][C:37]1[CH:42]=[CH:41][C:40]([N+:43]([O-:45])=[O:44])=[CH:39][CH:38]=1)=[O:35].C(Cl)[Cl:47]. (6) Given the product [F:19][C:20]1[CH:25]=[CH:24][C:23]([O:26][CH3:27])=[CH:22][C:21]=1[C:28]1[CH:33]=[CH:32][C:31]([O:34][CH2:35][C:36]2[CH:37]=[CH:38][C:39]([O:42][CH3:43])=[CH:40][CH:41]=2)=[CH:30][C:29]=1[CH:44]=[CH:10][C:8]#[N:9], predict the reactants needed to synthesize it. The reactants are: [H-].[Na+].C1COCC1.[C:8]([CH2:10]P(=O)(OCC)OCC)#[N:9].[F:19][C:20]1[CH:25]=[CH:24][C:23]([O:26][CH3:27])=[CH:22][C:21]=1[C:28]1[C:29]([CH:44]=O)=[CH:30][C:31]([O:34][CH2:35][C:36]2[CH:41]=[CH:40][C:39]([O:42][CH3:43])=[CH:38][CH:37]=2)=[CH:32][CH:33]=1.